From a dataset of Reaction yield outcomes from USPTO patents with 853,638 reactions. Predict the reaction yield, written as a fraction of the theoretical maximum amount of product (1.0 means a 100% yield; for example, 0.34 means a 34% yield). (1) The reactants are Br[C:2]1[CH:3]=[C:4]([C@:8]2([CH3:23])[CH2:13][C@@H:12]([CH3:14])[S:11][C:10]([NH:15][C:16](=[O:22])[O:17][C:18]([CH3:21])([CH3:20])[CH3:19])=[N:9]2)[CH:5]=[CH:6][CH:7]=1.C(O)C.[N:27]1[CH:32]=[C:31](B(O)O)[CH:30]=[N:29][CH:28]=1.C(=O)([O-])[O-].[Cs+].[Cs+]. The catalyst is COCCOC.O.Cl[Pd](Cl)([P](C1C=CC=CC=1)(C1C=CC=CC=1)C1C=CC=CC=1)[P](C1C=CC=CC=1)(C1C=CC=CC=1)C1C=CC=CC=1. The product is [C:18]([O:17][C:16](=[O:22])[NH:15][C:10]1[S:11][C@H:12]([CH3:14])[CH2:13][C@@:8]([CH3:23])([C:4]2[CH:5]=[CH:6][CH:7]=[C:2]([C:31]3[CH:32]=[N:27][CH:28]=[N:29][CH:30]=3)[CH:3]=2)[N:9]=1)([CH3:21])([CH3:20])[CH3:19]. The yield is 0.390. (2) The reactants are C([Li])CCC.[I-].C1([P+](C2C=CC=CC=2)(C2C=CC=CC=2)[CH2:14][CH2:15][C:16]([F:19])([F:18])[F:17])C=CC=CC=1.[CH3:32][O:33][C:34]([CH:36]1[CH2:41][CH2:40][CH:39]([CH:42]=O)[CH2:38][CH2:37]1)=[O:35].[Cl-].[NH4+]. The catalyst is CCCCCC.O1CCCC1. The product is [CH3:32][O:33][C:34]([CH:36]1[CH2:41][CH2:40][CH:39]([CH:42]=[CH:14][CH2:15][C:16]([F:19])([F:18])[F:17])[CH2:38][CH2:37]1)=[O:35]. The yield is 0.670. (3) The yield is 0.590. The product is [NH2:28][C:24]1[CH:23]=[C:22]([CH:27]=[CH:26][N:25]=1)[C:21]([NH:20][C:17]1[S:18][CH:19]=[C:15]([C:11]2[C:10]([CH3:32])=[CH:9][C:8]([O:7][C:6]3[CH:5]=[CH:4][C:3]([O:2][CH3:1])=[CH:34][CH:33]=3)=[CH:13][C:12]=2[CH3:14])[N:16]=1)=[O:31]. The reactants are [CH3:1][O:2][C:3]1[CH:34]=[CH:33][C:6]([O:7][C:8]2[CH:13]=[C:12]([CH3:14])[C:11]([C:15]3[N:16]=[C:17]([NH:20][C:21](=[O:31])[C:22]4[CH:27]=[CH:26][N:25]=[C:24]([N+:28]([O-])=O)[CH:23]=4)[S:18][CH:19]=3)=[C:10]([CH3:32])[CH:9]=2)=[CH:5][CH:4]=1. The catalyst is C(O)C.[Pd]. (4) The reactants are C(Cl)CCl.[C:5]1([CH2:17][N:18]([C:27]([O:29][C:30]([CH3:33])([CH3:32])[CH3:31])=[O:28])[C@H:19]2[CH2:23][CH2:22][C@@H:21]([C:24](O)=[O:25])[CH2:20]2)[CH:10]=[CH:9][C:8]([C:11]2[CH:16]=[CH:15][CH:14]=[CH:13][CH:12]=2)=[CH:7][CH:6]=1.Cl.[CH3:35][NH:36][O:37][CH3:38].C(N(CC)CC)C. The catalyst is CN(C1C=CN=CC=1)C.ClCCl.O. The product is [C:30]([O:29][C:27](=[O:28])[N:18]([CH2:17][C:5]1[CH:6]=[CH:7][C:8]([C:11]2[CH:16]=[CH:15][CH:14]=[CH:13][CH:12]=2)=[CH:9][CH:10]=1)[C@H:19]1[CH2:23][CH2:22][C@@H:21]([C:24](=[O:25])[N:36]([O:37][CH3:38])[CH3:35])[CH2:20]1)([CH3:32])([CH3:33])[CH3:31]. The yield is 0.780. (5) The reactants are C[O:2][C:3]([C:5]1[C:6]([C:15]2[CH:20]=[CH:19][CH:18]=[CH:17][CH:16]=2)=[N:7][N:8]2[CH:13]=[C:12]([I:14])[CH:11]=[CH:10][C:9]=12)=[O:4].CO.O1CCCC1.Cl. The catalyst is [Li+].[OH-].O.C(OC(=O)C)C. The product is [I:14][C:12]1[CH:11]=[CH:10][C:9]2[N:8]([N:7]=[C:6]([C:15]3[CH:16]=[CH:17][CH:18]=[CH:19][CH:20]=3)[C:5]=2[C:3]([OH:4])=[O:2])[CH:13]=1. The yield is 0.850. (6) The reactants are [F:1][C:2]1[CH:7]=[CH:6][C:5]([C:8]2[N:12]([CH2:13][O:14][CH2:15][CH2:16][Si:17]([CH3:20])([CH3:19])[CH3:18])[C:11]([CH2:21][N:22]([CH:38]3[C:47]4[N:46]=[CH:45][CH:44]=[CH:43][C:42]=4[CH2:41][CH2:40][CH2:39]3)[CH2:23][CH2:24][CH2:25][CH2:26][N:27]3C(=O)C4C(=CC=CC=4)C3=O)=[N:10][CH:9]=2)=[CH:4][CH:3]=1.O.NN. The catalyst is C(O)C. The product is [F:1][C:2]1[CH:3]=[CH:4][C:5]([C:8]2[N:12]([CH2:13][O:14][CH2:15][CH2:16][Si:17]([CH3:19])([CH3:20])[CH3:18])[C:11]([CH2:21][N:22]([CH:38]3[C:47]4[N:46]=[CH:45][CH:44]=[CH:43][C:42]=4[CH2:41][CH2:40][CH2:39]3)[CH2:23][CH2:24][CH2:25][CH2:26][NH2:27])=[N:10][CH:9]=2)=[CH:6][CH:7]=1. The yield is 0.730. (7) The reactants are [F:1][C:2]([F:9])([F:8])[CH:3]=[CH:4][N+:5]([O-:7])=[O:6].[CH2:10]([NH2:17])[C:11]1[CH:16]=[CH:15][CH:14]=[CH:13][CH:12]=1. The catalyst is C1(C)C=CC=CC=1. The product is [CH2:10]([NH:17][CH:3]([CH2:4][N+:5]([O-:7])=[O:6])[C:2]([F:9])([F:8])[F:1])[C:11]1[CH:16]=[CH:15][CH:14]=[CH:13][CH:12]=1. The yield is 0.780.